The task is: Predict the product of the given reaction.. This data is from Forward reaction prediction with 1.9M reactions from USPTO patents (1976-2016). (1) The product is: [CH2:1]([O:7][N:8]1[C:9]([CH3:18])([CH3:17])[CH2:10][C:11](=[O:16])[CH2:12][C:13]1([CH3:14])[CH3:15])[CH2:2][CH3:3]. Given the reactants [CH:1]1([O:7][N:8]2[C:13]([CH3:15])([CH3:14])[CH2:12][C:11](=[O:16])[CH2:10][C:9]2([CH3:18])[CH3:17])CCC[CH2:3][CH2:2]1.BrCCBr.ICCC.C([Cu])#N.[Li+].[Cl-].CC1(C)N([O])C(C)(C)CC(=O)C1, predict the reaction product. (2) Given the reactants [CH:1](NC(C)C)(C)C.C([Li])CCC.[CH2:13]([N:20]1[CH2:25][CH2:24][CH:23]([C:26]([O:28][C:29]([CH3:32])([CH3:31])[CH3:30])=[O:27])[CH2:22][CH2:21]1)[C:14]1[CH:19]=[CH:18][CH:17]=[CH:16][CH:15]=1.CI, predict the reaction product. The product is: [CH2:13]([N:20]1[CH2:25][CH2:24][C:23]([CH3:1])([C:26]([O:28][C:29]([CH3:32])([CH3:31])[CH3:30])=[O:27])[CH2:22][CH2:21]1)[C:14]1[CH:15]=[CH:16][CH:17]=[CH:18][CH:19]=1. (3) The product is: [OH:20][CH:19]1[CH:21]([OH:14])[CH2:1][C:2]([CH3:3])([C:7]([OH:9])=[O:8])[CH2:18]1. Given the reactants [CH3:1][C:2]1([C:7]([OH:9])=[O:8])CC=C[CH2:3]1.C[N+]1([O-])CC[O:14]CC1.[CH3:18][C:19]([CH3:21])=[O:20].C(#N)C, predict the reaction product.